This data is from NCI-60 drug combinations with 297,098 pairs across 59 cell lines. The task is: Regression. Given two drug SMILES strings and cell line genomic features, predict the synergy score measuring deviation from expected non-interaction effect. (1) Drug 1: C1CN1P(=S)(N2CC2)N3CC3. Drug 2: CC1=C2C(C(=O)C3(C(CC4C(C3C(C(C2(C)C)(CC1OC(=O)C(C(C5=CC=CC=C5)NC(=O)C6=CC=CC=C6)O)O)OC(=O)C7=CC=CC=C7)(CO4)OC(=O)C)O)C)OC(=O)C. Cell line: M14. Synergy scores: CSS=25.4, Synergy_ZIP=-1.74, Synergy_Bliss=-0.244, Synergy_Loewe=-13.5, Synergy_HSA=0.332. (2) Drug 1: COC1=C2C(=CC3=C1OC=C3)C=CC(=O)O2. Drug 2: CC1CCCC2(C(O2)CC(NC(=O)CC(C(C(=O)C(C1O)C)(C)C)O)C(=CC3=CSC(=N3)C)C)C. Cell line: 786-0. Synergy scores: CSS=41.3, Synergy_ZIP=5.61, Synergy_Bliss=4.62, Synergy_Loewe=-37.5, Synergy_HSA=-0.144.